From a dataset of Full USPTO retrosynthesis dataset with 1.9M reactions from patents (1976-2016). Predict the reactants needed to synthesize the given product. (1) Given the product [CH2:25]1[C:34]2[C:29](=[CH:30][CH:31]=[CH:32][CH:33]=2)[CH2:28][CH2:27][N:26]1[C:11]([C:2]1[CH:3]=[CH:4][C:5]2[C:10](=[CH:9][CH:8]=[N:7][CH:6]=2)[N:1]=1)=[O:13], predict the reactants needed to synthesize it. The reactants are: [N:1]1[C:10]2[C:5](=[CH:6][N:7]=[CH:8][CH:9]=2)[CH:4]=[CH:3][C:2]=1[C:11]([OH:13])=O.O.ON1C2C=CC=CC=2N=N1.[CH2:25]1[C:34]2[C:29](=[CH:30][CH:31]=[CH:32][CH:33]=2)[CH2:28][CH2:27][NH:26]1. (2) The reactants are: C(=O)([O-])[O-].[Cs+].[Cs+].Br[C:8]1[CH:23]=[CH:22][C:11]2[N:12]([CH2:17][C:18]([CH3:21])([CH3:20])[CH3:19])[C:13](=[O:16])[N:14]([CH3:15])[C:10]=2[CH:9]=1.[C:24]1(B(O)O)[CH:29]=[CH:28][CH:27]=[CH:26][CH:25]=1. Given the product [CH3:19][C:18]([CH3:21])([CH3:20])[CH2:17][N:12]1[C:11]2[CH:22]=[CH:23][C:8]([C:24]3[CH:29]=[CH:28][CH:27]=[CH:26][CH:25]=3)=[CH:9][C:10]=2[N:14]([CH3:15])[C:13]1=[O:16], predict the reactants needed to synthesize it.